From a dataset of Peptide-MHC class II binding affinity with 134,281 pairs from IEDB. Regression. Given a peptide amino acid sequence and an MHC pseudo amino acid sequence, predict their binding affinity value. This is MHC class II binding data. (1) The peptide sequence is RNVFDEVIPTAFSIG. The MHC is DRB3_0202 with pseudo-sequence DRB3_0202. The binding affinity (normalized) is 0.184. (2) The peptide sequence is MGTVTTEVALGLVCA. The MHC is DRB1_1501 with pseudo-sequence DRB1_1501. The binding affinity (normalized) is 0.542.